From a dataset of Catalyst prediction with 721,799 reactions and 888 catalyst types from USPTO. Predict which catalyst facilitates the given reaction. (1) Reactant: C(OC(=O)[NH:10][CH2:11][C:12]1[NH:13][C:14]2[C:19]([CH:20]=1)=[CH:18][CH:17]=[C:16]([OH:21])[CH:15]=2)C1C=CC=CC=1.C([O-])([O-])=O.[Cs+].[Cs+].Cl[CH:30]([C:36]([O:38][CH2:39][CH3:40])=[O:37])[C:31]([O:33][CH2:34][CH3:35])=[O:32]. Product: [CH2:34]([O:33][C:31](=[O:32])[CH:30]([O:21][C:16]1[CH:15]=[C:14]2[C:19]([CH:20]=[C:12]([CH2:11][NH2:10])[NH:13]2)=[CH:18][CH:17]=1)[C:36]([O:38][CH2:39][CH3:40])=[O:37])[CH3:35]. The catalyst class is: 372. (2) Reactant: [CH2:1]([CH:4]1[CH:8]([O:9][C:10]2[CH:19]=[N:18][C:17]3[C:12](=[CH:13][CH:14]=[CH:15][CH:16]=3)[N:11]=2)[CH2:7][N:6]([C:20]2[C:29]3[C:24](=[CH:25][C:26]([O:32][CH3:33])=[C:27]([O:30][CH3:31])[CH:28]=3)[N:23]=[CH:22][N:21]=2)[CH2:5]1)[CH:2]=[CH2:3].C([O-])=O.[NH4+].Cl. Product: [CH3:31][O:30][C:27]1[CH:28]=[C:29]2[C:24](=[CH:25][C:26]=1[O:32][CH3:33])[N:23]=[CH:22][N:21]=[C:20]2[N:6]1[CH2:7][CH:8]([O:9][C:10]2[CH:19]=[N:18][C:17]3[C:12](=[CH:13][CH:14]=[CH:15][CH:16]=3)[N:11]=2)[CH:4]([CH2:1][CH2:2][CH3:3])[CH2:5]1. The catalyst class is: 63. (3) Reactant: [Br:1][C:2]1[CH:7]=[CH:6][CH:5]=[C:4]([F:8])[C:3]=1[OH:9].CN(C=O)C.N1C=CN=C1.[C:20]([Si:24](Cl)([CH3:26])[CH3:25])([CH3:23])([CH3:22])[CH3:21]. Product: [Br:1][C:2]1[CH:7]=[CH:6][CH:5]=[C:4]([F:8])[C:3]=1[O:9][Si:24]([C:20]([CH3:23])([CH3:22])[CH3:21])([CH3:26])[CH3:25]. The catalyst class is: 6. (4) Reactant: N=C=N.[C:4]1([CH:10]2[C:19]3[C:14](=[CH:15][CH:16]=[CH:17][CH:18]=3)[CH2:13][CH2:12][NH:11]2)[CH:9]=[CH:8][CH:7]=[CH:6][CH:5]=1.[O:20]=[C:21]([NH:27][CH2:28][C:29]1[CH:34]=[CH:33][CH:32]=[C:31]([C:35]([F:38])([F:37])[F:36])[CH:30]=1)[CH2:22][CH2:23][C:24](O)=[O:25].C(Cl)Cl.CCO. Product: [O:25]=[C:24]([N:11]1[CH2:12][CH2:13][C:14]2[C:19](=[CH:18][CH:17]=[CH:16][CH:15]=2)[CH:10]1[C:4]1[CH:5]=[CH:6][CH:7]=[CH:8][CH:9]=1)[CH2:23][CH2:22][C:21]([NH:27][CH2:28][C:29]1[CH:34]=[CH:33][CH:32]=[C:31]([C:35]([F:36])([F:37])[F:38])[CH:30]=1)=[O:20]. The catalyst class is: 59.